Dataset: Full USPTO retrosynthesis dataset with 1.9M reactions from patents (1976-2016). Task: Predict the reactants needed to synthesize the given product. (1) The reactants are: Cl[C:2]1[N:3]=[C:4]([N:13]2[CH2:18][CH2:17][N:16]([C:19](=[O:27])[CH2:20][C:21]3[CH:26]=[CH:25][CH:24]=[CH:23][CH:22]=3)[CH2:15][CH2:14]2)[C:5]2[CH:10]=[C:9]([CH2:11][CH3:12])[S:8][C:6]=2[N:7]=1.Cl.[CH3:29][O:30][C:31](=[O:36])[C@H:32]([CH2:34][SH:35])[NH2:33]. Given the product [CH2:11]([C:9]1[S:8][C:6]2[N:7]=[C:2]([S:35][CH2:34][C@@H:32]([C:31]([O:30][CH3:29])=[O:36])[NH2:33])[N:3]=[C:4]([N:13]3[CH2:18][CH2:17][N:16]([C:19](=[O:27])[CH2:20][C:21]4[CH:26]=[CH:25][CH:24]=[CH:23][CH:22]=4)[CH2:15][CH2:14]3)[C:5]=2[CH:10]=1)[CH3:12], predict the reactants needed to synthesize it. (2) Given the product [CH3:1][CH:2]1[CH:7]=[CH:6][CH2:5][C:4]([CH3:8])([CH3:9])[CH:3]1[C:10](=[O:14])[CH:11]=[CH:12][CH3:13], predict the reactants needed to synthesize it. The reactants are: [CH3:1][C@@H:2]1[CH:7]=[CH:6][CH2:5][C:4]([CH3:9])([CH3:8])[C@H:3]1[C:10](=[O:14])[CH:11]=[CH:12][CH3:13].B(F)(F)F. (3) Given the product [C:16]1([CH3:28])[CH:21]=[CH:20][C:19]([S:22]([CH2:25][CH2:26][O:10][C:9](=[O:11])[CH2:8][O:7][C:6]2[CH:12]=[C:13]([CH3:15])[CH:14]=[C:4]([CH:1]([CH3:3])[CH3:2])[CH:5]=2)(=[O:24])=[O:23])=[CH:18][CH:17]=1, predict the reactants needed to synthesize it. The reactants are: [CH:1]([C:4]1[CH:5]=[C:6]([CH:12]=[C:13]([CH3:15])[CH:14]=1)[O:7][CH2:8][C:9]([OH:11])=[O:10])([CH3:3])[CH3:2].[C:16]1([CH3:28])[CH:21]=[CH:20][C:19]([S:22]([CH2:25][CH2:26]O)(=[O:24])=[O:23])=[CH:18][CH:17]=1.O.